Task: Predict the reaction yield, written as a fraction of the theoretical maximum amount of product (1.0 means a 100% yield; for example, 0.34 means a 34% yield).. Dataset: Reaction yield outcomes from USPTO patents with 853,638 reactions (1) The reactants are [Br:1][CH2:2][CH2:3][CH2:4][CH:5]=[CH2:6].[CH3:7][C@:8]12[CH2:25][CH2:24][C@H:23]3[C@@H:13]([CH2:14][CH2:15][C:16]4[C@:21]3([CH3:22])[CH:20]=[CH:19][C:18](=[O:26])[CH:17]=4)[C@@H:12]1[CH2:11][CH2:10][C:9]2=[O:27].C[Si](Cl)(C)C. The catalyst is C(Cl)Cl.CCOCC. The product is [Br:1][CH2:2][CH2:3][CH2:4][CH2:5][CH2:6][C@@H:20]1[C@@:21]2([CH3:22])[C:16]([CH2:15][CH2:14][C@@H:13]3[C@@H:23]2[CH2:24][CH2:25][C@@:8]2([CH3:7])[C@H:12]3[CH2:11][CH2:10][C:9]2=[O:27])=[CH:17][C:18](=[O:26])[CH2:19]1. The yield is 0.0800. (2) The reactants are C([O:5][C:6](=[O:39])[CH:7]=[CH:8][C:9]1[CH:14]=[CH:13][C:12]([NH:15][C:16]([C:18]2[N:19](COCC[Si](C)(C)C)[CH:20]=[C:21]([C:23]#[N:24])[N:22]=2)=[O:17])=[C:11]([C:33]2[CH2:38][CH2:37][CH2:36][CH2:35][CH:34]=2)[CH:10]=1)(C)(C)C.C(O)(C(F)(F)F)=O.CCO. The catalyst is C(Cl)Cl. The product is [C:23]([C:21]1[N:22]=[C:18]([C:16]([NH:15][C:12]2[CH:13]=[CH:14][C:9]([CH:8]=[CH:7][C:6]([OH:39])=[O:5])=[CH:10][C:11]=2[C:33]2[CH2:38][CH2:37][CH2:36][CH2:35][CH:34]=2)=[O:17])[NH:19][CH:20]=1)#[N:24]. The yield is 0.950.